Task: Predict the product of the given reaction.. Dataset: Forward reaction prediction with 1.9M reactions from USPTO patents (1976-2016) (1) Given the reactants [F:1][C:2]1[CH:7]=[CH:6][C:5]([F:8])=[CH:4][C:3]=1[C:9]1[N:10]([CH2:20][C:21]2[N:26]=[C:25]([C:27]([OH:29])=O)[CH:24]=[CH:23][CH:22]=2)[C:11]2[C:16]([CH:17]=1)=[CH:15][C:14]([O:18][CH3:19])=[CH:13][CH:12]=2.[N:30]#[C:31][NH2:32].Cl.C(N=C=NCCCN(C)C)C.Cl, predict the reaction product. The product is: [C:31]([NH:32][C:27]([C:25]1[CH:24]=[CH:23][CH:22]=[C:21]([CH2:20][N:10]2[C:11]3[C:16](=[CH:15][C:14]([O:18][CH3:19])=[CH:13][CH:12]=3)[CH:17]=[C:9]2[C:3]2[CH:4]=[C:5]([F:8])[CH:6]=[CH:7][C:2]=2[F:1])[N:26]=1)=[O:29])#[N:30]. (2) Given the reactants [CH3:1][NH:2][S:3]([C:6]1[S:10][C:9]([NH2:11])=[N:8][CH:7]=1)(=[O:5])=[O:4].[CH:12]1([NH:18][C@H:19]2[CH2:24][CH2:23][C@H:22]([CH3:25])[CH2:21][CH2:20]2)[CH2:17][CH2:16][CH2:15][CH2:14][CH2:13]1.C1C[O:29][CH2:28]C1, predict the reaction product. The product is: [CH3:1][NH:2][S:3]([C:6]1[S:10][C:9]([NH:11][C:28]([N:18]([CH:12]2[CH2:13][CH2:14][CH2:15][CH2:16][CH2:17]2)[C@H:19]2[CH2:20][CH2:21][C@H:22]([CH3:25])[CH2:23][CH2:24]2)=[O:29])=[N:8][CH:7]=1)(=[O:4])=[O:5]. (3) The product is: [F:42][C:41]([F:44])([F:43])[C:39]([OH:45])=[O:40].[C:1]1([C:7]2[CH:12]=[C:11]([CH2:13][CH2:14][N:15]3[CH2:16][CH2:17][O:18][CH2:19][CH2:20]3)[CH:10]=[CH:9][C:8]=2[NH:21][C:22]([C:24]2[NH:25][C:26]([S:29][CH3:30])=[N:27][CH:28]=2)=[O:23])[CH2:6][CH2:5][CH2:4][CH2:3][CH:2]=1. Given the reactants [C:1]1([C:7]2[CH:12]=[C:11]([CH2:13][CH2:14][N:15]3[CH2:20][CH2:19][O:18][CH2:17][CH2:16]3)[CH:10]=[CH:9][C:8]=2[NH:21][C:22]([C:24]2[N:25](COCC[Si](C)(C)C)[C:26]([S:29][CH3:30])=[N:27][CH:28]=2)=[O:23])[CH2:6][CH2:5][CH2:4][CH2:3][CH:2]=1.[C:39]([OH:45])([C:41]([F:44])([F:43])[F:42])=[O:40], predict the reaction product.